Regression/Classification. Given a drug SMILES string, predict its absorption, distribution, metabolism, or excretion properties. Task type varies by dataset: regression for continuous measurements (e.g., permeability, clearance, half-life) or binary classification for categorical outcomes (e.g., BBB penetration, CYP inhibition). Dataset: cyp1a2_veith. From a dataset of CYP1A2 inhibition data for predicting drug metabolism from PubChem BioAssay. (1) The drug is CCN(Cc1ccccc1)Cc1cccc([N+](=O)[O-])c1. The result is 1 (inhibitor). (2) The compound is Nc1nc(SCC(=O)O)[nH]c(=O)c1N. The result is 0 (non-inhibitor). (3) The compound is O=C(c1csnn1)N1CCC[C@@]2(CCN(Cc3cc(C(F)(F)F)cc(C(F)(F)F)c3)C2)C1. The result is 0 (non-inhibitor). (4) The molecule is Cc1ccccc1-n1nc2c(c1NC(=O)c1c(-c3ccccc3Cl)noc1C)CSC2. The result is 0 (non-inhibitor). (5) The molecule is COc1ccccc1COC(=O)Nc1c(C)nn(C)c1Cl. The result is 1 (inhibitor). (6) The compound is CCOc1ccc(CC(=O)C2C(=O)CCCC2=O)cc1OCC. The result is 1 (inhibitor). (7) The compound is O=C(Nc1ccc(OC(=O)c2cccnc2)cc1)c1cccnc1. The result is 0 (non-inhibitor).